From a dataset of Reaction yield outcomes from USPTO patents with 853,638 reactions. Predict the reaction yield, written as a fraction of the theoretical maximum amount of product (1.0 means a 100% yield; for example, 0.34 means a 34% yield). (1) The reactants are [CH3:1][C:2]1([CH3:19])[C:6]([CH3:8])([CH3:7])[O:5][B:4]([C:9]2[CH:10]=[C:11]([CH2:15][C:16]([OH:18])=[O:17])[CH:12]=[CH:13][CH:14]=2)[O:3]1.C(=O)([O-])[O-].[Cs+].[Cs+].I[CH2:27][CH3:28]. The catalyst is CN(C=O)C.[Cl-].[Na+].O. The yield is 0.650. The product is [CH3:8][C:6]1([CH3:7])[C:2]([CH3:19])([CH3:1])[O:3][B:4]([C:9]2[CH:10]=[C:11]([CH2:15][C:16]([O:18][CH2:27][CH3:28])=[O:17])[CH:12]=[CH:13][CH:14]=2)[O:5]1. (2) The reactants are C[O:2][C:3]([C:5]1[C@H:9]([CH2:10][Si:11]([CH3:19])([CH3:18])[C:12]2[CH:17]=[CH:16][CH:15]=[CH:14][CH:13]=2)[C@@H:8]([O:20][Si:21]([C:24]([CH3:27])([CH3:26])[CH3:25])([CH3:23])[CH3:22])[CH2:7][CH:6]=1)=O.[H-].C([Al+]CC(C)C)C(C)C. No catalyst specified. The product is [CH3:27][C:24]([Si:21]([CH3:23])([CH3:22])[O:20][C@@H:8]1[C@@H:9]([CH2:10][Si:11]([CH3:19])([CH3:18])[C:12]2[CH:13]=[CH:14][CH:15]=[CH:16][CH:17]=2)[C:5]([CH2:3][OH:2])=[CH:6][CH2:7]1)([CH3:25])[CH3:26]. The yield is 1.00. (3) The reactants are Cl[CH2:2][CH2:3][CH2:4][N:5]1[CH:9]=[N:8][N:7]=[N:6]1.C(=O)([O-])[O-].[Cs+].[Cs+].[F:16][C:17]1[CH:23]=[C:22]([N+:24]([O-:26])=[O:25])[CH:21]=[CH:20][C:18]=1[NH2:19]. The catalyst is CN(C=O)C. The product is [N:5]1([CH2:4][CH2:3][CH2:2][NH:19][C:18]2[CH:20]=[CH:21][C:22]([N+:24]([O-:26])=[O:25])=[CH:23][C:17]=2[F:16])[CH:9]=[N:8][N:7]=[N:6]1. The yield is 0.100. (4) The reactants are [CH2:1]([N:8]1[C:12]2[CH:13]=[CH:14][C:15]([NH2:17])=[CH:16][C:11]=2[N:10]=[CH:9]1)[C:2]1[CH:7]=[CH:6][CH:5]=[CH:4][CH:3]=1.[Br:18]Br.N.CO.C(Cl)(Cl)Cl. The catalyst is CC(O)=O. The product is [CH2:1]([N:8]1[C:12]2[CH:13]=[CH:14][C:15]([NH2:17])=[C:16]([Br:18])[C:11]=2[N:10]=[CH:9]1)[C:2]1[CH:3]=[CH:4][CH:5]=[CH:6][CH:7]=1. The yield is 0.600. (5) The reactants are Cl.[Cl:2][C:3]1[CH:8]=[C:7]([NH:9][C@@H:10]2[CH2:15][CH2:14][C@H:13]([C:16]([OH:18])=O)[CH2:12][CH2:11]2)[C:6]([N+:19]([O-:21])=[O:20])=[CH:5][N:4]=1.S(Cl)(Cl)=O.[CH3:26][C@H:27]1[NH:32][CH2:31][CH2:30][N:29]([C:33]([O:35][C:36]([CH3:39])([CH3:38])[CH3:37])=[O:34])[CH2:28]1. The catalyst is C1COCC1. The product is [Cl:2][C:3]1[CH:8]=[C:7]([NH:9][C@@H:10]2[CH2:11][CH2:12][C@H:13]([C:16]([N:32]3[CH2:31][CH2:30][N:29]([C:33]([O:35][C:36]([CH3:39])([CH3:38])[CH3:37])=[O:34])[CH2:28][C@H:27]3[CH3:26])=[O:18])[CH2:14][CH2:15]2)[C:6]([N+:19]([O-:21])=[O:20])=[CH:5][N:4]=1. The yield is 0.770.